Dataset: Reaction yield outcomes from USPTO patents with 853,638 reactions. Task: Predict the reaction yield, written as a fraction of the theoretical maximum amount of product (1.0 means a 100% yield; for example, 0.34 means a 34% yield). (1) The reactants are [BH4-].[Li+].C([O:6][CH2:7][CH2:8][C:9]1[CH:14]=[CH:13][C:12]([O:15][CH2:16][O:17][CH2:18][CH2:19][O:20][CH3:21])=[C:11]([O:22][CH3:23])[CH:10]=1)(=O)C.[Cl-].[NH4+]. The catalyst is O1CCCC1. The product is [CH3:23][O:22][C:11]1[CH:10]=[C:9]([CH2:8][CH2:7][OH:6])[CH:14]=[CH:13][C:12]=1[O:15][CH2:16][O:17][CH2:18][CH2:19][O:20][CH3:21]. The yield is 0.740. (2) The reactants are [OH:1][C:2]1[CH:3]=[C:4]2[C:9](=[CH:10][C:11]=1[CH2:12][CH:13]([CH3:15])[CH3:14])[NH:8][C:7](=[O:16])[CH2:6][CH2:5]2.[C:17]([O-])([O-])=O.[K+].[K+].CI. The catalyst is CC#N. The product is [CH2:12]([C:11]1[CH:10]=[C:9]2[C:4]([CH2:5][CH2:6][C:7](=[O:16])[NH:8]2)=[CH:3][C:2]=1[O:1][CH3:17])[CH:13]([CH3:14])[CH3:15]. The yield is 0.820. (3) The reactants are O[CH2:2][C:3]1[S:11][C:10]2[C:5](=[N:6][CH:7]=[CH:8][C:9]=2[Cl:12])[CH:4]=1.[CH2:13]([N:15](CC)[CH2:16][CH3:17])[CH3:14].S(Cl)(C)(=O)=O.N1CCCC1.C(=O)(O)[O-].[Na+].S([O-])([O-])(=O)=O.[Mg+2]. The catalyst is ClC(Cl)C.[Cl-].[Na+].O.ClCCl. The product is [Cl:12][C:9]1[CH:8]=[CH:7][N:6]=[C:5]2[CH:4]=[C:3]([CH2:2][N:15]3[CH2:16][CH2:17][CH2:14][CH2:13]3)[S:11][C:10]=12. The yield is 0.560.